From a dataset of Forward reaction prediction with 1.9M reactions from USPTO patents (1976-2016). Predict the product of the given reaction. (1) Given the reactants [H-].[Na+].[CH2:3]([OH:10])[C:4]1[CH:9]=[CH:8][CH:7]=[CH:6][CH:5]=1.C([O:13][C:14]([C:16]1[S:26][C:19]2[N:20]=[C:21]([NH2:25])[N:22]=[C:23](Cl)[C:18]=2[CH:17]=1)=[O:15])C, predict the reaction product. The product is: [NH2:25][C:21]1[N:22]=[C:23]([O:10][CH2:3][C:4]2[CH:9]=[CH:8][CH:7]=[CH:6][CH:5]=2)[C:18]2[CH:17]=[C:16]([C:14]([OH:15])=[O:13])[S:26][C:19]=2[N:20]=1. (2) Given the reactants [N:1]1[C:6]2[NH:7][CH:8]=[CH:9][C:5]=2[C:4](O)=[N:3][CH:2]=1.P(Cl)(Cl)([Cl:13])=O.Cl.[OH-].[Na+].C(=O)([O-])[O-].[K+].[K+], predict the reaction product. The product is: [Cl:13][C:4]1[C:5]2[CH:9]=[CH:8][NH:7][C:6]=2[N:1]=[CH:2][N:3]=1.